This data is from Forward reaction prediction with 1.9M reactions from USPTO patents (1976-2016). The task is: Predict the product of the given reaction. (1) Given the reactants CC1(C)C=C(C)C2C(=CC=C(O[S:14](C(F)(F)F)(=O)=O)C=2)N1.[CH2:22]([S:25][CH2:26][C:27]1[C:36]2[C:31](=[CH:32][CH:33]=[C:34]([C:37]3[CH:42]=C(C(C)C)C=[CH:39][C:38]=3OC)[CH:35]=2)[NH:30][C:29]([CH3:49])([CH3:48])[CH:28]=1)[CH:23]=[CH2:24].C(C1C=CC(OC)=C(B(O)O)C=1)(C)C.C(S)C=C, predict the reaction product. The product is: [CH2:22]([S:25][CH2:26][C:27]1[C:36]2[C:31](=[CH:32][CH:33]=[C:34]([C:37]3[CH:38]=[CH:39][S:14][CH:42]=3)[CH:35]=2)[NH:30][C:29]([CH3:49])([CH3:48])[CH:28]=1)[CH:23]=[CH2:24]. (2) Given the reactants [O:1]=[C:2]1[N:10]2[C:11]([CH2:14][CH2:15][NH:16]C(=O)OCC3C=CC=CC=3)=[N:12][N:13]=[C:9]2[N:8]([CH2:27][CH2:28][CH2:29][CH2:30][CH3:31])[C:7]2[N:6]=[CH:5][NH:4][C:3]1=2, predict the reaction product. The product is: [NH2:16][CH2:15][CH2:14][C:11]1[N:10]2[C:2](=[O:1])[C:3]3[NH:4][CH:5]=[N:6][C:7]=3[N:8]([CH2:27][CH2:28][CH2:29][CH2:30][CH3:31])[C:9]2=[N:13][N:12]=1. (3) Given the reactants [NH2:1][NH2:2].[Br:3][C:4]1[CH:11]=[CH:10][C:7]([CH:8]=O)=[C:6](F)[CH:5]=1, predict the reaction product. The product is: [Br:3][C:4]1[CH:5]=[C:6]2[C:7]([CH:8]=[N:1][NH:2]2)=[CH:10][CH:11]=1. (4) Given the reactants [C:1]([C:9]1[C:10]([C:15](O)=O)=[N:11][CH:12]=[CH:13][CH:14]=1)(=[O:8])[C:2]1[CH:7]=[CH:6][CH:5]=[CH:4][CH:3]=1.[C:18]([NH2:27])(=O)[C:19]1[C:20](=[CH:22][CH:23]=[CH:24][CH:25]=1)[NH2:21].[Cl:28][C:29]1[CH:36]=[CH:35][C:32]([CH2:33][NH2:34])=[CH:31][CH:30]=1, predict the reaction product. The product is: [Cl:28][C:29]1[CH:36]=[CH:35][C:32]([CH2:33][NH:34][C:18]2[C:19]3[C:20](=[CH:22][CH:23]=[CH:24][CH:25]=3)[N:21]=[C:15]([C:10]3[C:9]([C:1]([C:2]4[CH:7]=[CH:6][CH:5]=[CH:4][CH:3]=4)=[O:8])=[CH:14][CH:13]=[CH:12][N:11]=3)[N:27]=2)=[CH:31][CH:30]=1. (5) Given the reactants [CH3:1][C:2]1[CH:3]=[C:4]([SH:8])[CH:5]=[CH:6][CH:7]=1.C(=O)([O-])[O-].[K+].[K+].CN(C=O)C.[Br-].[CH3:21][C:22]([CH3:25])=[CH:23][CH3:24], predict the reaction product. The product is: [CH3:1][C:2]1[CH:7]=[CH:6][CH:5]=[C:4]([S:8][CH2:24][CH:23]=[C:22]([CH3:25])[CH3:21])[CH:3]=1. (6) Given the reactants C[Si](C)(C)[N-][Si](C)(C)C.[Li+].[I-].C1([P+](C2C=CC=CC=2)(C2C=CC=CC=2)[CH2:19][CH:20]2[CH2:25][CH2:24][O:23][CH2:22][CH2:21]2)C=CC=CC=1.[Cl:38][C:39]1[CH:40]=[CH:41][C:42]([CH:47]=O)=[N:43][C:44]=1[O:45][CH3:46].O, predict the reaction product. The product is: [Cl:38][C:39]1[C:44]([O:45][CH3:46])=[N:43][C:42](/[CH:47]=[CH:19]\[CH:20]2[CH2:21][CH2:22][O:23][CH2:24][CH2:25]2)=[CH:41][CH:40]=1. (7) Given the reactants FC(F)(F)C(O)=O.[Cl:8][C:9]1[CH:10]=[C:11]([CH:22]=[CH:23][C:24]=1[Cl:25])[O:12][CH:13]1[CH2:18][CH2:17][N:16]([CH2:19][CH2:20][NH2:21])[CH2:15][CH2:14]1.C(N(CC)C(C)C)(C)C.[Cl:35][C:36]1[CH:37]=[C:38]([CH:42]=[CH:43][CH:44]=1)[C:39](Cl)=[O:40].Cl, predict the reaction product. The product is: [ClH:8].[Cl:35][C:36]1[CH:37]=[C:38]([CH:42]=[CH:43][CH:44]=1)[C:39]([NH:21][CH2:20][CH2:19][N:16]1[CH2:15][CH2:14][CH:13]([O:12][C:11]2[CH:22]=[CH:23][C:24]([Cl:25])=[C:9]([Cl:8])[CH:10]=2)[CH2:18][CH2:17]1)=[O:40].